This data is from Full USPTO retrosynthesis dataset with 1.9M reactions from patents (1976-2016). The task is: Predict the reactants needed to synthesize the given product. (1) Given the product [N:14]1([CH2:1][C:3]2[CH:8]=[CH:7][C:6]([C:9]3([C:12]#[N:13])[CH2:11][CH2:10]3)=[CH:5][CH:4]=2)[CH2:18][CH2:17][CH2:16][CH2:15]1, predict the reactants needed to synthesize it. The reactants are: [CH:1]([C:3]1[CH:8]=[CH:7][C:6]([C:9]2([C:12]#[N:13])[CH2:11][CH2:10]2)=[CH:5][CH:4]=1)=O.[NH:14]1[CH2:18][CH2:17][CH2:16][CH2:15]1.C(O[BH-](OC(=O)C)OC(=O)C)(=O)C.[Na+].CO. (2) The reactants are: C(OC(=O)[NH:7][C:8]1[CH2:9][O:10][CH2:11][C:12]([C:16]2[CH:21]=[CH:20][CH:19]=[C:18]([NH:22][C:23]([C:25]3[CH:30]=[CH:29][C:28]([Br:31])=[CH:27][N:26]=3)=[O:24])[CH:17]=2)([CH2:14][F:15])[N:13]=1)(C)(C)C. Given the product [NH2:7][C:8]1[CH2:9][O:10][CH2:11][C:12]([C:16]2[CH:17]=[C:18]([NH:22][C:23]([C:25]3[CH:30]=[CH:29][C:28]([Br:31])=[CH:27][N:26]=3)=[O:24])[CH:19]=[CH:20][CH:21]=2)([CH2:14][F:15])[N:13]=1, predict the reactants needed to synthesize it. (3) Given the product [Br:18][CH2:19][CH2:20][CH2:21][CH2:22][O:17][C:14]1[CH:15]=[CH:16][C:9]2[C:8]([C:5]3[CH:6]=[CH:7][C:2]([F:1])=[CH:3][CH:4]=3)=[CH:12][S:11][C:10]=2[CH:13]=1, predict the reactants needed to synthesize it. The reactants are: [F:1][C:2]1[CH:7]=[CH:6][C:5]([C:8]2[C:9]3[CH:16]=[CH:15][C:14]([OH:17])=[CH:13][C:10]=3[S:11][CH:12]=2)=[CH:4][CH:3]=1.[Br:18][CH2:19][CH2:20][CH2:21][CH2:22]Br. (4) Given the product [F:1][C:2]1[CH:3]=[CH:4][C:5]([C:8]2[N:9]=[C:10]3[N:14]([CH:15]=2)[C:13]([CH3:16])=[C:12]([C:17]([NH:20][OH:21])=[NH:18])[S:11]3)=[CH:6][CH:7]=1, predict the reactants needed to synthesize it. The reactants are: [F:1][C:2]1[CH:7]=[CH:6][C:5]([C:8]2[N:9]=[C:10]3[N:14]([CH:15]=2)[C:13]([CH3:16])=[C:12]([C:17]#[N:18])[S:11]3)=[CH:4][CH:3]=1.Cl.[NH2:20][OH:21].C(N(CC)CC)C.